From a dataset of Full USPTO retrosynthesis dataset with 1.9M reactions from patents (1976-2016). Predict the reactants needed to synthesize the given product. (1) The reactants are: [C:1]([O:5][C:6](=[O:31])[CH2:7][O:8][C@H:9]1[CH2:14][CH2:13][CH2:12][C@@H:11]([NH:15][C:16]2[C:17]3[CH:24]=[C:23]([C:25]4[CH:30]=[CH:29][CH:28]=[CH:27][CH:26]=4)[O:22][C:18]=3[N:19]=[CH:20][N:21]=2)[CH2:10]1)([CH3:4])([CH3:3])[CH3:2].C1C(=O)N([Br:39])C(=O)C1. Given the product [C:1]([O:5][C:6](=[O:31])[CH2:7][O:8][C@H:9]1[CH2:14][CH2:13][CH2:12][C@@H:11]([NH:15][C:16]2[C:17]3[C:24]([Br:39])=[C:23]([C:25]4[CH:26]=[CH:27][CH:28]=[CH:29][CH:30]=4)[O:22][C:18]=3[N:19]=[CH:20][N:21]=2)[CH2:10]1)([CH3:4])([CH3:2])[CH3:3], predict the reactants needed to synthesize it. (2) Given the product [Cl:12][C:13]1[C:14]([N:25]2[CH2:30][CH2:29][N:28]([C:31]([O:33][C:34]([CH3:37])([CH3:36])[CH3:35])=[O:32])[CH2:27][CH2:26]2)=[N:15][CH:16]=[C:17]([C:4]2[O:6][N:5]=[C:2]([CH3:1])[CH:3]=2)[CH:18]=1, predict the reactants needed to synthesize it. The reactants are: [CH3:1][C:2](=[N:5][OH:6])[CH2:3][CH3:4].[Li]CCCC.[Cl:12][C:13]1[C:14]([N:25]2[CH2:30][CH2:29][N:28]([C:31]([O:33][C:34]([CH3:37])([CH3:36])[CH3:35])=[O:32])[CH2:27][CH2:26]2)=[N:15][CH:16]=[C:17](C(N(OC)C)=O)[CH:18]=1.OS(O)(=O)=O.C([O-])(O)=O.[Na+]. (3) Given the product [Cl:1][C:2]1[CH:3]=[C:4]([C:9]([OH:18])([CH2:15][CH2:16][O:17][S:19]([C:22]2[CH:28]=[CH:27][C:25]([CH3:26])=[CH:24][CH:23]=2)(=[O:21])=[O:20])[C:10]([O:12][CH2:13][CH3:14])=[O:11])[CH:5]=[CH:6][C:7]=1[Cl:8], predict the reactants needed to synthesize it. The reactants are: [Cl:1][C:2]1[CH:3]=[C:4]([C:9]([OH:18])([CH2:15][CH2:16][OH:17])[C:10]([O:12][CH2:13][CH3:14])=[O:11])[CH:5]=[CH:6][C:7]=1[Cl:8].[S:19](Cl)([C:22]1[CH:28]=[CH:27][C:25]([CH3:26])=[CH:24][CH:23]=1)(=[O:21])=[O:20].N12CCCN=C1CCCCC2. (4) The reactants are: C[Si](Cl)(C)C.[C:6]1(=[O:13])[CH2:11][CH2:10][CH2:9][C:8](=[O:12])[CH2:7]1.[CH:14]([C:16]1[CH:23]=[CH:22][C:19]([C:20]#[N:21])=[CH:18][CH:17]=1)=O.[F:24][C:25]([F:37])([F:36])[C:26]1[CH:27]=[C:28]([NH:32][C:33]([NH2:35])=[O:34])[CH:29]=[CH:30][CH:31]=1. Given the product [C:20]([C:19]1[CH:22]=[CH:23][C:16]([CH:14]([C:7]2[C:8](=[O:12])[CH2:9][CH2:10][CH2:11][C:6]=2[OH:13])[NH:35][C:33]([NH:32][C:28]2[CH:29]=[CH:30][CH:31]=[C:26]([C:25]([F:36])([F:37])[F:24])[CH:27]=2)=[O:34])=[CH:17][CH:18]=1)#[N:21], predict the reactants needed to synthesize it.